This data is from Full USPTO retrosynthesis dataset with 1.9M reactions from patents (1976-2016). The task is: Predict the reactants needed to synthesize the given product. (1) The reactants are: [F:1][C:2]1[C:10]2[N:9]3[C:11](=[O:23])[NH:12][C@H:13]([CH2:14][C:15]4[CH:20]=[CH:19][C:18]([O:21][CH3:22])=[CH:17][CH:16]=4)[C:8]3=[N:7][C:6]=2[CH:5]=[CH:4][CH:3]=1.FC1C2N=C3[C@@H](CC4C=CC(OC)=CC=4)NC(=O)N3C=2C=CC=1.[NH2:47][C@H:48]1[CH2:53][CH2:52][C@H:51]([OH:54])[CH2:50][CH2:49]1.C(O)(C(F)(F)F)=O. Given the product [F:1][C:2]1[C:10]2[N:9]=[C:8]([C@H:13]([NH:12][C:11]([NH:47][C@H:48]3[CH2:53][CH2:52][C@H:51]([OH:54])[CH2:50][CH2:49]3)=[O:23])[CH2:14][C:15]3[CH:16]=[CH:17][C:18]([O:21][CH3:22])=[CH:19][CH:20]=3)[NH:7][C:6]=2[CH:5]=[CH:4][CH:3]=1, predict the reactants needed to synthesize it. (2) Given the product [CH:1]1([NH:4][C:5](=[O:14])[C:6]2[CH:11]=[CH:10][C:9]([F:12])=[C:8]([NH:13][S:16]([CH3:15])(=[O:18])=[O:17])[CH:7]=2)[CH2:2][CH2:3]1, predict the reactants needed to synthesize it. The reactants are: [CH:1]1([NH:4][C:5](=[O:14])[C:6]2[CH:11]=[CH:10][C:9]([F:12])=[C:8]([NH2:13])[CH:7]=2)[CH2:3][CH2:2]1.[CH3:15][S:16](Cl)(=[O:18])=[O:17]. (3) Given the product [CH:1]1([C:4]2[NH:8][C:7]3[C:9]([C:14]([NH:17][C@H:18]4[CH2:23][CH2:22][CH2:21][NH:20][CH2:19]4)=[O:16])=[CH:10][CH:11]=[C:12]([OH:13])[C:6]=3[N:5]=2)[CH2:2][CH2:3]1, predict the reactants needed to synthesize it. The reactants are: [CH:1]1([C:4]2[NH:8][C:7]3[C:9]([C:14]([OH:16])=O)=[CH:10][CH:11]=[C:12]([OH:13])[C:6]=3[N:5]=2)[CH2:3][CH2:2]1.[NH2:17][C@H:18]1[CH2:23][CH2:22][CH2:21][N:20](C(OC(C)(C)C)=O)[CH2:19]1. (4) Given the product [Cl:1][C:2]1[CH:25]=[C:24]([Cl:26])[CH:23]=[CH:22][C:3]=1[CH2:4][CH:5]1[CH2:9][CH2:8][N:7]([C@@H:10]2[CH2:19][CH2:18][C:13](=[O:14])[CH2:12][C@@H:11]2[CH3:20])[C:6]1=[O:21], predict the reactants needed to synthesize it. The reactants are: [Cl:1][C:2]1[CH:25]=[C:24]([Cl:26])[CH:23]=[CH:22][C:3]=1[CH2:4][CH:5]1[CH2:9][CH2:8][N:7]([C@H:10]2[CH2:19][CH2:18][C:13]3(OCC[O:14]3)[CH2:12][C@H:11]2[CH3:20])[C:6]1=[O:21].CC1C=CC(S(O)(=O)=O)=CC=1.